From a dataset of Retrosynthesis with 50K atom-mapped reactions and 10 reaction types from USPTO. Predict the reactants needed to synthesize the given product. (1) Given the product C=C[C@H](CC(=O)OC(C)(C)C)OC(=O)[C@@H](NC(=O)C(C)(C)NC(=O)c1csc(CNC(=O)OC(C)(C)C)n1)C(C)C, predict the reactants needed to synthesize it. The reactants are: C=C[C@H](CC(=O)OC(C)(C)C)OC(=O)[C@@H](N)C(C)C.CC(C)(C)OC(=O)NCc1nc(C(=O)NC(C)(C)C(=O)O)cs1. (2) Given the product Clc1cccc(C2(c3ccccc3)CO2)c1, predict the reactants needed to synthesize it. The reactants are: C[S+](C)(C)=O.O=C(c1ccccc1)c1cccc(Cl)c1. (3) Given the product O=C1COc2ccc3ccccc3c2N1, predict the reactants needed to synthesize it. The reactants are: O=C(CCl)Nc1c(O)ccc2ccccc12. (4) Given the product COc1cccc(Nc2c(C(N)=O)cnc3c(C)cc(S(=O)(=O)c4cccc(C(=O)Nc5cccc(C#CCCCNC[C@H](O[Si](C)(C)C(C)(C)C)c6ccc(O)c7[nH]c(=O)ccc67)c5)c4)cc23)c1, predict the reactants needed to synthesize it. The reactants are: CC(C)(C)[Si](C)(C)O[C@@H](CN)c1ccc(O)c2[nH]c(=O)ccc12.COc1cccc(Nc2c(C(N)=O)cnc3c(C)cc(S(=O)(=O)c4cccc(C(=O)Nc5cccc(C#CCCCBr)c5)c4)cc23)c1. (5) Given the product COCCNc1ccc(-c2ccccc2)cc1[N+](=O)[O-], predict the reactants needed to synthesize it. The reactants are: COCCN.O=[N+]([O-])c1cc(-c2ccccc2)ccc1F.